From a dataset of M1 muscarinic receptor antagonist screen with 61,756 compounds. Binary Classification. Given a drug SMILES string, predict its activity (active/inactive) in a high-throughput screening assay against a specified biological target. (1) The drug is Brc1n(c2c(n(c(=O)n(c2=O)C)C)n1)CCSc1n(nnn1)c1ccccc1. The result is 0 (inactive). (2) The molecule is o1c2c(c(CC(OC(C(=O)NCc3cc4OCOc4cc3)C)=O)c1)ccc(c2)C. The result is 0 (inactive). (3) The molecule is O1c2c(OCC1)ccc(NC(=O)NC(C(C)C)C(O)=O)c2. The result is 0 (inactive). (4) The compound is s1c(nn2c(nnc12)c1ccccc1)c1ccc(OC)cc1. The result is 0 (inactive).